Dataset: Choline transporter screen with 302,306 compounds. Task: Binary Classification. Given a drug SMILES string, predict its activity (active/inactive) in a high-throughput screening assay against a specified biological target. The drug is Clc1c(S(=O)(=O)N2CCCCCC2)cc(C(=O)N2CCN(CC2)c2ncccc2)cc1. The result is 0 (inactive).